From a dataset of Drug-target binding data from BindingDB using Ki measurements. Regression. Given a target protein amino acid sequence and a drug SMILES string, predict the binding affinity score between them. We predict pKi (pKi = -log10(Ki in M); higher means stronger inhibition). Dataset: bindingdb_ki. (1) The compound is CN(C(=O)c1ccc(C#Cc2ccnc(Cl)c2)cn1)C(C)(C)C. The target protein sequence is MVLLLILSVLLLKEDVRGSAQSSERRVVAHMPGDIIIGALFSVHHQPTVDKVHERKCGAVREQYGIQRVEAMLHTLERINSDPTLLPNITLGCEIRDSCWHSAVALEQSIEFIRDSLISSEEEEGLVRCVDGSSSSFRSKKPIVGVIGPGSSSVAIQVQNLLQLFNIPQIAYSATSMDLSDKTLFKYFMRVVPSDAQQARAMVDIVKRYNWTYVSAVHTEGNYGESGMEAFKDMSAKEGICIAHSYKIYSNAGEQSFDKLLKKLTSHLPKARVVACFCEGMTVRGLLMAMRRLGLAGEFLLLGSDGWADRYDVTDGYQREAVGGITIKLQSPDVKWFDDYYLKLRPETNHRNPWFQEFWQHRFQCRLEGFPQENSKYNKTCNSSLTLKTHHVQDSKMGFVINAIYSMAYGLHNMQMSLCPGYAGLCDAMKPIDGRKLLESLMKTNFTGVSGDTILFDENGDSPGRYEIMNFKEMGKDYFDYINVGSWDNGELKMDDDEVW.... The pKi is 7.5. (2) The drug is COC(=O)[C@H]1[C@@H](c2ccc(Br)cc2)C[C@@H]2CC[C@H]1N2C. The target is MLLARMKPQVQPELGGADQ. The pKi is 7.4. (3) The compound is CC(OC(=O)c1sc2c([N+](=O)[O-])c(O)c(O)cc2c1Cl)OC(=O)C(C)C. The target protein (P21964) has sequence MPEAPPLLLAAVLLGLVLLVVLLLLLRHWGWGLCLIGWNEFILQPIHNLLMGDTKEQRILNHVLQHAEPGNAQSVLEAIDTYCEQKEWAMNVGDKKGKIVDAVIQEHQPSVLLELGAYCGYSAVRMARLLSPGARLITIEINPDCAAITQRMVDFAGVKDKVTLVVGASQDIIPQLKKKYDVDTLDMVFLDHWKDRYLPDTLLLEECGLLRKGTVLLADNVICPGAPDFLAHVRGSSCFECTHYQSFLEYREVVDGLEKAIYKGPGSEAGP. The pKi is 7.8.